The task is: Predict the reactants needed to synthesize the given product.. This data is from Full USPTO retrosynthesis dataset with 1.9M reactions from patents (1976-2016). (1) Given the product [Cl:1][C:2]1[CH:7]=[CH:6][C:5]([CH:8]([C:10]2[CH:15]=[CH:14][C:13]([CH2:16][N:17]3[CH2:18][CH2:19][O:20][CH2:21][CH2:22]3)=[CH:12][CH:11]=2)[OH:9])=[CH:4][CH:3]=1, predict the reactants needed to synthesize it. The reactants are: [Cl:1][C:2]1[CH:7]=[CH:6][C:5]([C:8]([C:10]2[CH:15]=[CH:14][C:13]([CH2:16][N:17]3[CH2:22][CH2:21][O:20][CH2:19][CH2:18]3)=[CH:12][CH:11]=2)=[O:9])=[CH:4][CH:3]=1.[BH4-].[Na+]. (2) Given the product [CH3:9][O:10][C:11](=[O:20])[CH:12]([C:13]1[CH:18]=[CH:17][C:16]([Br:19])=[CH:15][CH:14]=1)[CH2:22][CH:23]1[CH2:27][CH2:26][CH2:25][CH2:24]1, predict the reactants needed to synthesize it. The reactants are: C([N-]C(C)C)(C)C.[Li+].[CH3:9][O:10][C:11](=[O:20])[CH2:12][C:13]1[CH:18]=[CH:17][C:16]([Br:19])=[CH:15][CH:14]=1.I[CH2:22][CH:23]1[CH2:27][CH2:26][CH2:25][CH2:24]1.